Dataset: Reaction yield outcomes from USPTO patents with 853,638 reactions. Task: Predict the reaction yield, written as a fraction of the theoretical maximum amount of product (1.0 means a 100% yield; for example, 0.34 means a 34% yield). (1) The reactants are O[N:41]1[C:42]2([CH2:43][CH2:44][O:45][CH2:46][CH2:47]2)[CH2:48][CH:38](N2CC(OCCOCCOCCOCCOC)CN([CH:38]3[CH2:48][C:42]4([CH2:47][CH2:46][O:45][CH2:44][CH2:43]4)[N:41](O)[C:40]4([CH2:54][CH2:53][O:52][CH2:51][CH2:50]4)[CH2:39]3)C2=O)[CH2:39][C:40]21[CH2:54][CH2:53][O:52][CH2:51][CH2:50]2.[O:56]1CCC(=O)CC1.[NH4+].[Cl-].Cl. The catalyst is CS(C)=O.O. The product is [CH2:47]1[C:42]2([CH2:48][C:38](=[O:56])[CH2:39][C:40]3([CH2:50][CH2:51][O:52][CH2:53][CH2:54]3)[NH:41]2)[CH2:43][CH2:44][O:45][CH2:46]1. The yield is 0.230. (2) The reactants are O[CH:2]([C:6]1[CH:11]=[CH:10][C:9]([CH:12]([CH3:14])[CH3:13])=[CH:8][CH:7]=1)[C:3]([OH:5])=[O:4].[CH3:15][C:16]1[C:21]([CH3:22])=[CH:20][CH:19]=[CH:18][C:17]=1O. The catalyst is CO. The product is [CH:12]([C:9]1[CH:10]=[CH:11][C:6]([CH:2]2[C:19]3[CH:18]=[CH:17][C:16]([CH3:15])=[C:21]([CH3:22])[C:20]=3[O:5][C:3]2=[O:4])=[CH:7][CH:8]=1)([CH3:14])[CH3:13]. The yield is 0.440.